From a dataset of Forward reaction prediction with 1.9M reactions from USPTO patents (1976-2016). Predict the product of the given reaction. (1) Given the reactants [F:1][C:2]1[CH:3]=[N:4][CH:5]=[CH:6][C:7]=1[C:8]1[CH:9]=[C:10]2[N:22]=[C:21](SC)[NH:20][C:11]2=[N:12][C:13]=1[C:14]1[CH:15]=[N:16][CH:17]=[CH:18][CH:19]=1.[NH2:25][NH2:26], predict the reaction product. The product is: [F:1][C:2]1[CH:3]=[N:4][CH:5]=[CH:6][C:7]=1[C:8]1[CH:9]=[C:10]2[N:22]=[C:21]([NH:25][NH2:26])[NH:20][C:11]2=[N:12][C:13]=1[C:14]1[CH:15]=[N:16][CH:17]=[CH:18][CH:19]=1. (2) Given the reactants C([O:8][N:9]1[C:14]2[N:15]=[CH:16][N:17]=[C:18]([CH3:19])[C:13]=2[C:12]([NH:20][CH2:21][C:22]2[CH:27]=[CH:26][CH:25]=[CH:24][C:23]=2[C:28]2[CH:29]=[N:30][CH:31]=[CH:32][CH:33]=2)=[CH:11][C:10]1=[O:34])C1C=CC=CC=1.CO.[H][H], predict the reaction product. The product is: [OH:8][N:9]1[C:14]2[N:15]=[CH:16][N:17]=[C:18]([CH3:19])[C:13]=2[C:12]([NH:20][CH2:21][C:22]2[CH:27]=[CH:26][CH:25]=[CH:24][C:23]=2[C:28]2[CH:29]=[N:30][CH:31]=[CH:32][CH:33]=2)=[CH:11][C:10]1=[O:34]. (3) The product is: [OH2:12].[Cl:1][C:2]1[C:3]([O:12][C:13]2[CH:18]=[C:17]([OH:19])[CH:16]=[CH:15][C:14]=2/[CH:29]=[CH:30]/[C:31]([NH:33][S:34]([CH2:37][CH2:38][CH2:39][CH2:40][CH3:41])(=[O:36])=[O:35])=[O:32])=[N:4][CH:5]=[C:6]([C:8]([F:10])([F:9])[F:11])[CH:7]=1.[Cl:1][C:2]1[C:3]([O:12][C:13]2[CH:18]=[C:17]([OH:19])[CH:16]=[CH:15][C:14]=2/[CH:29]=[CH:30]/[C:31]([NH:33][S:34]([CH2:37][CH2:38][CH2:39][CH2:40][CH3:41])(=[O:36])=[O:35])=[O:32])=[N:4][CH:5]=[C:6]([C:8]([F:10])([F:9])[F:11])[CH:7]=1. Given the reactants [Cl:1][C:2]1[C:3]([O:12][C:13]2[CH:18]=[C:17]([O:19]C(C)(C)CCOCOC)[CH:16]=[CH:15][C:14]=2/[CH:29]=[CH:30]/[C:31]([NH:33][S:34]([CH2:37][CH2:38][CH2:39][CH2:40][CH3:41])(=[O:36])=[O:35])=[O:32])=[N:4][CH:5]=[C:6]([C:8]([F:11])([F:10])[F:9])[CH:7]=1.Cl.C(=O)([O-])O.[Na+], predict the reaction product. (4) Given the reactants [CH3:1][O:2][C:3]1[CH:4]=[CH:5][CH:6]=[C:7]2[C:12]=1[N:11]=[CH:10][CH:9]=[CH:8]2.[Br:13]Br.S([O-])([O-])(=O)=S.[Na+].[Na+], predict the reaction product. The product is: [Br:13][C:6]1[CH:5]=[CH:4][C:3]([O:2][CH3:1])=[C:12]2[C:7]=1[CH:8]=[CH:9][CH:10]=[N:11]2. (5) The product is: [CH2:32]([NH+:34]([CH2:37][CH3:38])[CH2:35][CH3:36])[CH3:33].[C:1]1([C:23]2[CH:24]=[CH:25][CH:26]=[CH:27][CH:28]=2)[CH:2]=[CH:3][C:4]([CH2:7][C@@H:8]([NH:15][C:16]([O:18][C:19]([CH3:22])([CH3:20])[CH3:21])=[O:17])[CH2:9][C@@H:10]([CH3:14])[C:11]([O-:13])=[O:12])=[CH:5][CH:6]=1. Given the reactants [C:1]1([C:23]2[CH:28]=[CH:27][CH:26]=[CH:25][CH:24]=2)[CH:6]=[CH:5][C:4]([CH2:7][C@@H:8]([NH:15][C:16]([O:18][C:19]([CH3:22])([CH3:21])[CH3:20])=[O:17])[CH2:9][C@@H:10]([CH3:14])[C:11]([OH:13])=[O:12])=[CH:3][CH:2]=1.C(O)C.[CH2:32]([N:34]([CH2:37][CH3:38])[CH2:35][CH3:36])[CH3:33], predict the reaction product. (6) Given the reactants [CH2:1]([O:8][C:9]([C:11]1[CH:20]=[C:19]([O:21][CH2:22][C:23]2[CH:28]=[CH:27][CH:26]=[CH:25][CH:24]=2)[C:18]2[C:13](=[C:14]([O:30][CH2:31][C:32]3[CH:37]=[CH:36][CH:35]=[CH:34][CH:33]=3)[CH:15]=[C:16](Br)[CH:17]=2)[N:12]=1)=[O:10])[C:2]1[CH:7]=[CH:6][CH:5]=[CH:4][CH:3]=1.[CH3:38][O:39][C:40]1[CH:45]=[CH:44][C:43](B(O)O)=[CH:42][CH:41]=1.COC1C=CC=CC=1B(O)O, predict the reaction product. The product is: [CH2:1]([O:8][C:9]([C:11]1[CH:20]=[C:19]([O:21][CH2:22][C:23]2[CH:28]=[CH:27][CH:26]=[CH:25][CH:24]=2)[C:18]2[C:13](=[C:14]([O:30][CH2:31][C:32]3[CH:37]=[CH:36][CH:35]=[CH:34][CH:33]=3)[CH:15]=[C:16]([C:41]3[CH:42]=[CH:43][CH:44]=[CH:45][C:40]=3[O:39][CH3:38])[CH:17]=2)[N:12]=1)=[O:10])[C:2]1[CH:7]=[CH:6][CH:5]=[CH:4][CH:3]=1.